Dataset: Peptide-MHC class II binding affinity with 134,281 pairs from IEDB. Task: Regression. Given a peptide amino acid sequence and an MHC pseudo amino acid sequence, predict their binding affinity value. This is MHC class II binding data. The peptide sequence is REQFLGALDLAKKRV. The MHC is DRB1_0802 with pseudo-sequence DRB1_0802. The binding affinity (normalized) is 0.170.